This data is from Forward reaction prediction with 1.9M reactions from USPTO patents (1976-2016). The task is: Predict the product of the given reaction. (1) The product is: [CH2:13]([O:20][C:21]1[CH:26]=[CH:25][C:24]([CH:27]([CH:49]([C:46]2[CH:47]=[CH:48][C:43]([O:42][CH2:35][C:36]3[CH:37]=[CH:38][CH:39]=[CH:40][CH:41]=3)=[C:44]([O:67][CH3:68])[CH:45]=2)[C:51]2[CH:56]=[CH:55][C:54]([O:57][CH2:58][C:59]3[CH:60]=[CH:61][CH:62]=[CH:63][CH:64]=3)=[C:53]([O:65][CH3:66])[CH:52]=2)[C:28]([O:30][CH2:31][CH3:32])=[O:29])=[CH:23][C:22]=1[O:33][CH3:34])[C:14]1[CH:15]=[CH:16][CH:17]=[CH:18][CH:19]=1. Given the reactants C(NC(C)C)(C)C.[Li]CCCC.[CH2:13]([O:20][C:21]1[CH:26]=[CH:25][C:24]([CH2:27][C:28]([O:30][CH2:31][CH3:32])=[O:29])=[CH:23][C:22]=1[O:33][CH3:34])[C:14]1[CH:19]=[CH:18][CH:17]=[CH:16][CH:15]=1.[CH2:35]([O:42][C:43]1[CH:48]=[CH:47][C:46]([CH:49]([C:51]2[CH:56]=[CH:55][C:54]([O:57][CH2:58][C:59]3[CH:64]=[CH:63][CH:62]=[CH:61][CH:60]=3)=[C:53]([O:65][CH3:66])[CH:52]=2)Br)=[CH:45][C:44]=1[O:67][CH3:68])[C:36]1[CH:41]=[CH:40][CH:39]=[CH:38][CH:37]=1, predict the reaction product. (2) Given the reactants Br[C:2]1[CH:3]=[CH:4][C:5]([CH3:11])=[C:6]([CH:10]=1)[C:7]([OH:9])=[O:8].[Cl-].[CH:13]1([CH2:19][Zn+])[CH2:18][CH2:17][CH2:16][CH2:15][CH2:14]1.C1COCC1.P(C(C)(C)C)(C(C)(C)C)C(C)(C)C.C1(C)C=CC=CC=1, predict the reaction product. The product is: [CH:13]1([CH2:19][C:2]2[CH:3]=[CH:4][C:5]([CH3:11])=[C:6]([CH:10]=2)[C:7]([OH:9])=[O:8])[CH2:18][CH2:17][CH2:16][CH2:15][CH2:14]1. (3) Given the reactants Br[C:2]1[CH:11]=[CH:10][C:9]2[N:8]=[CH:7][C:6]3[N:12]([CH3:23])[C:13](=[O:22])[N:14]([C:15]4[C:16]([CH3:21])=[N:17][N:18]([CH3:20])[CH:19]=4)[C:5]=3[C:4]=2[CH:3]=1.[CH2:24]([C:26]1[C:31]([N+:32]([O-:34])=[O:33])=[CH:30][C:29](B2OC(C)(C)C(C)(C)O2)=[CH:28][N:27]=1)[CH3:25], predict the reaction product. The product is: [CH3:20][N:18]1[CH:19]=[C:15]([N:14]2[C:5]3[C:4]4[CH:3]=[C:2]([C:29]5[CH:28]=[N:27][C:26]([CH2:24][CH3:25])=[C:31]([N+:32]([O-:34])=[O:33])[CH:30]=5)[CH:11]=[CH:10][C:9]=4[N:8]=[CH:7][C:6]=3[N:12]([CH3:23])[C:13]2=[O:22])[C:16]([CH3:21])=[N:17]1. (4) Given the reactants [OH:1][CH2:2][C:3]1([CH2:7][OH:8])[CH2:6][CH2:5][CH2:4]1.[H-].[Na+].Br[C:12]1[S:13][CH:14]=[CH:15][N:16]=1.C(=O)(O)[O-].[Na+], predict the reaction product. The product is: [S:13]1[CH:14]=[CH:15][N:16]=[C:12]1[O:1][CH2:2][C:3]1([CH2:7][OH:8])[CH2:6][CH2:5][CH2:4]1. (5) Given the reactants [CH3:1][O:2][C:3]1[CH:8]=[CH:7][C:6]([CH:9]([C:22]2[CH:27]=[CH:26][C:25]([O:28][CH3:29])=[CH:24][CH:23]=2)[NH:10][C:11]([C:13]2[C:14]([OH:21])=[N:15][C:16]([CH2:19][OH:20])=[N:17][CH:18]=2)=[O:12])=[CH:5][CH:4]=1, predict the reaction product. The product is: [CH3:29][O:28][C:25]1[CH:26]=[CH:27][C:22]([CH:9]([C:6]2[CH:5]=[CH:4][C:3]([O:2][CH3:1])=[CH:8][CH:7]=2)[NH:10][C:11]([C:13]2[C:14]([OH:21])=[N:15][C:16]([CH:19]=[O:20])=[N:17][CH:18]=2)=[O:12])=[CH:23][CH:24]=1. (6) Given the reactants [Br:1][C:2]1[N:3]=[C:4]([CH2:21]C)[C:5]([NH:10][C@@H:11]2[C:19]3[C:14](=[CH:15][CH:16]=[CH:17][CH:18]=3)[CH2:13][C@@H:12]2O)=[N:6][C:7]=1[CH2:8]C.[CH3:23]C1C(NC2C3C(=CC=CC=3)CCC2)=NC(C)=CN=1, predict the reaction product. The product is: [Br:1][C:2]1[N:3]=[C:4]([CH3:21])[C:5]([NH:10][CH:11]2[C:19]3[C:14](=[CH:15][CH:16]=[CH:17][CH:18]=3)[CH2:13][CH2:12][CH2:23]2)=[N:6][C:7]=1[CH3:8]. (7) Given the reactants [ClH:1].COC1C=CC(C[N:9]2[CH:18]=[CH:17][C:16]3[C:11](=[CH:12][C:13]([CH3:25])=[C:14]([O:19][C@@H:20]4[CH2:24][CH2:23][NH:22][CH2:21]4)[CH:15]=3)[C:10]2=[O:26])=CC=1.F[C:30](F)(F)C(O)=O, predict the reaction product. The product is: [ClH:1].[CH3:25][C:13]1[CH:12]=[C:11]2[C:16]([CH:17]=[CH:18][NH:9][C:10]2=[O:26])=[CH:15][C:14]=1[O:19][CH2:20][C@@H:24]1[CH2:30][CH2:21][NH:22][CH2:23]1. (8) Given the reactants [CH3:1][O:2][C:3](=[O:31])[NH:4][CH:5]([C:9]([N:11]1[CH:15]([C:16]2[NH:17][CH:18]=[C:19]([C:21]3[CH:26]=[CH:25][C:24](Br)=[CH:23][CH:22]=3)[N:20]=2)[CH2:14][N:13]([C:28](=[O:30])[CH3:29])[CH2:12]1)=[O:10])[CH:6]([CH3:8])[CH3:7].[CH3:32][O:33][C:34](=[O:67])[NH:35][CH:36]([C:40]([N:42]1[CH2:46][CH2:45][CH2:44][CH:43]1[C:47]1[NH:48][CH:49]=[C:50]([C:52]2[CH:57]=[CH:56][C:55](B3OC(C)(C)C(C)(C)O3)=[CH:54][CH:53]=2)[N:51]=1)=[O:41])[CH:37]([CH3:39])[CH3:38].C(=O)([O-])[O-].[K+].[K+].COCCOC, predict the reaction product. The product is: [CH3:1][O:2][C:3](=[O:31])[NH:4][CH:5]([C:9]([N:11]1[CH:15]([C:16]2[NH:20][C:19]([C:21]3[CH:26]=[CH:25][C:24]([C:55]4[CH:56]=[CH:57][C:52]([C:50]5[NH:51][C:47]([CH:43]6[CH2:44][CH2:45][CH2:46][N:42]6[C:40](=[O:41])[CH:36]([NH:35][C:34]([O:33][CH3:32])=[O:67])[CH:37]([CH3:39])[CH3:38])=[N:48][CH:49]=5)=[CH:53][CH:54]=4)=[CH:23][CH:22]=3)=[CH:18][N:17]=2)[CH2:14][N:13]([C:28](=[O:30])[CH3:29])[CH2:12]1)=[O:10])[CH:6]([CH3:8])[CH3:7].